This data is from Forward reaction prediction with 1.9M reactions from USPTO patents (1976-2016). The task is: Predict the product of the given reaction. Given the reactants C([Mg]Cl)(C)C.[S:6]1[CH:10]=[CH:9][N:8]=[CH:7]1.[C:11]1([C:24]2[CH:29]=[CH:28][CH:27]=[CH:26][CH:25]=2)[CH:16]=[CH:15][C:14]([CH2:17][C:18](N(OC)C)=[O:19])=[CH:13][CH:12]=1, predict the reaction product. The product is: [C:11]1([C:24]2[CH:25]=[CH:26][CH:27]=[CH:28][CH:29]=2)[CH:12]=[CH:13][C:14]([CH2:17][C:18]([C:7]2[S:6][CH:10]=[CH:9][N:8]=2)=[O:19])=[CH:15][CH:16]=1.